This data is from Catalyst prediction with 721,799 reactions and 888 catalyst types from USPTO. The task is: Predict which catalyst facilitates the given reaction. (1) Reactant: [CH:1]1([NH2:7])[CH2:6][CH2:5][CH2:4][CH2:3][CH2:2]1.C([O:10][C:11]([C:13]1[C:14](=[O:34])[N:15]([CH2:25][C:26]2[CH:31]=[CH:30][C:29]([O:32][CH3:33])=[CH:28][CH:27]=2)[C:16]2[C:21]([C:22]=1[OH:23])=[CH:20][C:19]([F:24])=[CH:18][N:17]=2)=O)C. Product: [CH:1]1([NH:7][C:11]([C:13]2[C:14](=[O:34])[N:15]([CH2:25][C:26]3[CH:31]=[CH:30][C:29]([O:32][CH3:33])=[CH:28][CH:27]=3)[C:16]3[C:21]([C:22]=2[OH:23])=[CH:20][C:19]([F:24])=[CH:18][N:17]=3)=[O:10])[CH2:6][CH2:5][CH2:4][CH2:3][CH2:2]1. The catalyst class is: 113. (2) Product: [F:1][C:2]1[C:7]([O:8][CH3:9])=[CH:6][C:5]([O:10][CH3:11])=[C:4]([F:12])[C:3]=1[CH2:13][CH2:14][C:15]1[CH:16]=[N:17][C:18]([NH:21][C:22]2[CH:27]=[CH:26][C:25]([N:28]3[CH2:29][CH2:30][N:31]([CH:34]4[CH2:39][CH2:38][N:37]([CH3:40])[CH2:36][CH2:35]4)[CH2:32][CH2:33]3)=[C:24]([O:41][CH3:42])[CH:23]=2)=[N:19][CH:20]=1. The catalyst class is: 6. Reactant: [F:1][C:2]1[C:7]([O:8][CH3:9])=[CH:6][C:5]([O:10][CH3:11])=[C:4]([F:12])[C:3]=1[C:13]#[C:14][C:15]1[CH:16]=[N:17][C:18]([NH:21][C:22]2[CH:27]=[CH:26][C:25]([N:28]3[CH2:33][CH2:32][N:31]([CH:34]4[CH2:39][CH2:38][N:37]([CH3:40])[CH2:36][CH2:35]4)[CH2:30][CH2:29]3)=[C:24]([O:41][CH3:42])[CH:23]=2)=[N:19][CH:20]=1.COCCOC.C([O-])(=O)C.[Na+].C(=O)([O-])O.[Na+].